Dataset: Peptide-MHC class I binding affinity with 185,985 pairs from IEDB/IMGT. Task: Regression. Given a peptide amino acid sequence and an MHC pseudo amino acid sequence, predict their binding affinity value. This is MHC class I binding data. The peptide sequence is ISLWGSLLK. The MHC is HLA-A02:01 with pseudo-sequence HLA-A02:01. The binding affinity (normalized) is 0.0847.